Task: Predict the product of the given reaction.. Dataset: Forward reaction prediction with 1.9M reactions from USPTO patents (1976-2016) Given the reactants O[CH2:2][CH:3]1[CH2:12][CH2:11][C:10]2[C:5](=[CH:6][CH:7]=[CH:8][CH:9]=2)[NH:4]1.C1C=CC(P(C2C=CC=CC=2)C2C=CC=CC=2)=CC=1.C(Cl)(Cl)[Cl:33], predict the reaction product. The product is: [Cl:33][CH2:2][CH:3]1[CH2:12][CH2:11][C:10]2[C:5](=[CH:6][CH:7]=[CH:8][CH:9]=2)[NH:4]1.